From a dataset of Full USPTO retrosynthesis dataset with 1.9M reactions from patents (1976-2016). Predict the reactants needed to synthesize the given product. Given the product [CH2:22]([N:15]1[CH2:16][CH2:17][N:13]([C:11]2[CH:10]=[N:9][N:8]([CH2:7][C:6]3[C:2]([CH3:1])=[N:3][O:4][C:5]=3[CH3:19])[CH:12]=2)[C:14]1=[O:18])[C:23]1[CH:28]=[CH:27][CH:26]=[CH:25][CH:24]=1, predict the reactants needed to synthesize it. The reactants are: [CH3:1][C:2]1[C:6]([CH2:7][N:8]2[CH:12]=[C:11]([N:13]3[CH2:17][CH2:16][NH:15][C:14]3=[O:18])[CH:10]=[N:9]2)=[C:5]([CH3:19])[O:4][N:3]=1.[H-].[Na+].[CH2:22](Br)[C:23]1[CH:28]=[CH:27][CH:26]=[CH:25][CH:24]=1.